The task is: Predict the reaction yield, written as a fraction of the theoretical maximum amount of product (1.0 means a 100% yield; for example, 0.34 means a 34% yield).. This data is from Reaction yield outcomes from USPTO patents with 853,638 reactions. (1) The reactants are [C:1]1([C:7]([O:9][CH3:10])=[O:8])[CH2:6][CH2:5][CH2:4][CH2:3][CH:2]=1.[Br:11]NC(=O)CCC(N)=O. The catalyst is C(Cl)(Cl)(Cl)Cl. The product is [Br:11][CH:3]1[CH2:4][CH2:5][CH2:6][C:1]([C:7]([O:9][CH3:10])=[O:8])=[CH:2]1. The yield is 0.0700. (2) The reactants are [CH:1]1([C:4]([NH:6][C:7]2[S:8][C:9]3[C:14]([N:15]=2)=[CH:13][CH:12]=[C:11]([O:16][C:17]2[CH:22]=[CH:21][C:20]([NH:23]C(=O)OC(C)(C)C)=[CH:19][C:18]=2[F:31])[N:10]=3)=[O:5])[CH2:3][CH2:2]1.C1(OC)C=CC=CC=1. The catalyst is FC(F)(F)C(O)=O. The product is [NH2:23][C:20]1[CH:21]=[CH:22][C:17]([O:16][C:11]2[N:10]=[C:9]3[S:8][C:7]([NH:6][C:4]([CH:1]4[CH2:3][CH2:2]4)=[O:5])=[N:15][C:14]3=[CH:13][CH:12]=2)=[C:18]([F:31])[CH:19]=1. The yield is 0.760. (3) The reactants are Cl.[CH:2]1([CH2:5][CH2:6][NH2:7])[CH2:4][CH2:3]1.C(N(C(C)C)CC)(C)C.[N:17]([C:20]1[CH:21]=[C:22]([C:26]2[N:30]=[C:29]([CH3:31])[O:28][N:27]=2)[CH:23]=[CH:24][CH:25]=1)=[C:18]=[O:19].[C:32](Cl)(=[O:37])[CH2:33][C:34](Cl)=[O:35]. The catalyst is C(Cl)(Cl)Cl. The product is [CH:2]1([CH2:5][CH2:6][N:7]2[C:34](=[O:35])[CH2:33][C:32](=[O:37])[N:17]([C:20]3[CH:25]=[CH:24][CH:23]=[C:22]([C:26]4[N:30]=[C:29]([CH3:31])[O:28][N:27]=4)[CH:21]=3)[C:18]2=[O:19])[CH2:4][CH2:3]1. The yield is 0.250. (4) The reactants are Br[C:2]1[CH:10]=[CH:9][C:8]([C:11]#[N:12])=[C:7]2[C:3]=1[C:4]([CH3:14])=[C:5]([CH3:13])[NH:6]2.[NH:15]1[CH2:20][CH2:19][NH:18][CH2:17][CH2:16]1.C([O-])([O-])=O.[Cs+].[Cs+]. The catalyst is O1CCOCC1.[Pd].[Pd].C(=CC(C=CC1C=CC=CC=1)=O)C1C=CC=CC=1.C(=CC(C=CC1C=CC=CC=1)=O)C1C=CC=CC=1.C(=CC(C=CC1C=CC=CC=1)=O)C1C=CC=CC=1.C1(P(C2C=CC=CC=2)C2C=CC3C(=CC=CC=3)C=2C2C3C(=CC=CC=3)C=CC=2P(C2C=CC=CC=2)C2C=CC=CC=2)C=CC=CC=1. The product is [CH3:13][C:5]1[NH:6][C:7]2[C:3]([C:4]=1[CH3:14])=[C:2]([N:15]1[CH2:20][CH2:19][NH:18][CH2:17][CH2:16]1)[CH:10]=[CH:9][C:8]=2[C:11]#[N:12]. The yield is 0.550.